This data is from Forward reaction prediction with 1.9M reactions from USPTO patents (1976-2016). The task is: Predict the product of the given reaction. (1) Given the reactants C([O:8][C:9]1[CH:18]=[C:17]2[C:12]([C:13]([O:19][C:20]3[C:21]([F:30])=[C:22]4[C:26](=[CH:27][CH:28]=3)[NH:25][C:24]([CH3:29])=[CH:23]4)=[CH:14][N:15]=[N:16]2)=[CH:11][C:10]=1[O:31][CH3:32])C1C=CC=CC=1.C([O-])=O.[NH4+].O, predict the reaction product. The product is: [F:30][C:21]1[C:20]([O:19][C:13]2[C:12]3[C:17](=[CH:18][C:9]([OH:8])=[C:10]([O:31][CH3:32])[CH:11]=3)[N:16]=[N:15][CH:14]=2)=[CH:28][CH:27]=[C:26]2[C:22]=1[CH:23]=[C:24]([CH3:29])[NH:25]2. (2) Given the reactants [Zn:1].[Br:2]CCBr.Br[CH2:7][C:8]([O:10][C:11]([CH3:14])([CH3:13])[CH3:12])=[O:9], predict the reaction product. The product is: [Br:2][Zn:1][CH2:7][C:8]([O:10][C:11]([CH3:14])([CH3:13])[CH3:12])=[O:9]. (3) Given the reactants Br[C:2]1[S:6][C:5]([CH2:7][NH:8][C:9]([C:11]2[C:12](=[O:26])[N:13]([CH2:17][C:18]3[CH:23]=[CH:22][C:21]([F:24])=[C:20]([F:25])[CH:19]=3)[CH:14]=[CH:15][CH:16]=2)=[O:10])=[CH:4][CH:3]=1.[B:27]1([B:27]2[O:31][C:30]([CH3:33])([CH3:32])[C:29]([CH3:35])([CH3:34])[O:28]2)[O:31][C:30]([CH3:33])([CH3:32])[C:29]([CH3:35])([CH3:34])[O:28]1.C([O-])(=O)C.[K+].ClCCl.B(O)O, predict the reaction product. The product is: [CH3:34][C:29]1([CH3:35])[C:30]([CH3:33])([CH3:32])[O:31][B:27]([C:2]2[S:6][C:5]([CH2:7][NH:8][C:9]([C:11]3[C:12](=[O:26])[N:13]([CH2:17][C:18]4[CH:23]=[CH:22][C:21]([F:24])=[C:20]([F:25])[CH:19]=4)[CH:14]=[CH:15][CH:16]=3)=[O:10])=[CH:4][CH:3]=2)[O:28]1.